Dataset: Forward reaction prediction with 1.9M reactions from USPTO patents (1976-2016). Task: Predict the product of the given reaction. Given the reactants [CH3:1][C:2]([CH3:9])([C:6](Cl)=[O:7])[C:3](Cl)=[O:4].CN(C)C(=O)C.Cl.[CH2:17]([O:24][C:25]1[CH:30]=[C:29]([NH:31][CH3:32])[C:28]([NH2:33])=[CH:27][CH:26]=1)[C:18]1[CH:23]=[CH:22][CH:21]=[CH:20][CH:19]=1, predict the reaction product. The product is: [CH2:17]([O:24][C:25]1[CH:26]=[CH:27][C:28]2[NH:33][C:6](=[O:7])[C:2]([CH3:9])([CH3:1])[C:3](=[O:4])[N:31]([CH3:32])[C:29]=2[CH:30]=1)[C:18]1[CH:19]=[CH:20][CH:21]=[CH:22][CH:23]=1.